Dataset: Reaction yield outcomes from USPTO patents with 853,638 reactions. Task: Predict the reaction yield, written as a fraction of the theoretical maximum amount of product (1.0 means a 100% yield; for example, 0.34 means a 34% yield). (1) The reactants are [CH3:1][N:2]1[CH:6]=[C:5]([C:7]2[CH:8]=[C:9]3[C:14](=[CH:15][CH:16]=2)[N:13]([C:17]2[C:21]4[CH2:22][NH:23][CH2:24][CH2:25][C:20]=4[N:19]([CH:26]4[CH2:31][CH2:30][O:29][CH2:28][CH2:27]4)[N:18]=2)[CH2:12][CH2:11][CH2:10]3)[CH:4]=[N:3]1.F[B-](F)(F)F.N1(OC(N(C)C)=[N+](C)C)C2C=CC=CC=2N=N1.[F:54][CH:55]([F:59])[C:56](O)=[O:57]. The catalyst is CC#N. The product is [F:54][CH:55]([F:59])[C:56]([N:23]1[CH2:24][CH2:25][C:20]2[N:19]([CH:26]3[CH2:31][CH2:30][O:29][CH2:28][CH2:27]3)[N:18]=[C:17]([N:13]3[C:14]4[C:9](=[CH:8][C:7]([C:5]5[CH:4]=[N:3][N:2]([CH3:1])[CH:6]=5)=[CH:16][CH:15]=4)[CH2:10][CH2:11][CH2:12]3)[C:21]=2[CH2:22]1)=[O:57]. The yield is 0.150. (2) The reactants are [C:1]([N:4]1[C:13]2[C:8](=[CH:9][C:10]([C:14]([NH:16][OH:17])=[NH:15])=[CH:11][CH:12]=2)[C@H:7]([NH:18][C:19](=[O:24])[O:20][CH:21]([CH3:23])[CH3:22])[CH2:6][C@@H:5]1[CH3:25])(=[O:3])[CH3:2].N1C=CC=[CH:28][CH:27]=1.C(Cl)(=O)C. The catalyst is C1(C)C=CC=CC=1. The product is [C:1]([N:4]1[C:13]2[C:8](=[CH:9][C:10]([C:14]3[N:15]=[C:27]([CH3:28])[O:17][N:16]=3)=[CH:11][CH:12]=2)[C@H:7]([NH:18][C:19](=[O:24])[O:20][CH:21]([CH3:22])[CH3:23])[CH2:6][C@@H:5]1[CH3:25])(=[O:3])[CH3:2]. The yield is 0.860.